Task: Predict the product of the given reaction.. Dataset: Forward reaction prediction with 1.9M reactions from USPTO patents (1976-2016) Given the reactants [CH3:1][C:2]1[CH:3]=[C:4]([OH:11])[C:5](=[CH:9][CH:10]=1)[C:6]([OH:8])=[O:7].O=S(Cl)Cl.[CH3:16]O, predict the reaction product. The product is: [CH3:16][O:7][C:6](=[O:8])[C:5]1[CH:9]=[CH:10][C:2]([CH3:1])=[CH:3][C:4]=1[OH:11].